Dataset: Peptide-MHC class II binding affinity with 134,281 pairs from IEDB. Task: Regression. Given a peptide amino acid sequence and an MHC pseudo amino acid sequence, predict their binding affinity value. This is MHC class II binding data. (1) The peptide sequence is EKKYFAATQFEELAA. The MHC is HLA-DQA10401-DQB10402 with pseudo-sequence HLA-DQA10401-DQB10402. The binding affinity (normalized) is 0.583. (2) The peptide sequence is VSEALRIIAGTLEVH. The MHC is DRB1_0101 with pseudo-sequence DRB1_0101. The binding affinity (normalized) is 0.522. (3) The peptide sequence is IRALVGDEVELPCRI. The MHC is DRB1_0405 with pseudo-sequence DRB1_0405. The binding affinity (normalized) is 0.298. (4) The peptide sequence is GFTRRFKFLLNISYL. The MHC is DRB1_0405 with pseudo-sequence DRB1_0405. The binding affinity (normalized) is 0.773. (5) The peptide sequence is KTSLYNLRRGTALAIPQCRLTPLSRL. The MHC is DRB1_1501 with pseudo-sequence DRB1_1501. The binding affinity (normalized) is 0.706. (6) The peptide sequence is SGIAFGSMAKKGDEQ. The MHC is HLA-DPA10103-DPB10201 with pseudo-sequence HLA-DPA10103-DPB10201. The binding affinity (normalized) is 0. (7) The peptide sequence is VDAAFKVAATAANAAPANDK. The MHC is HLA-DQA10401-DQB10402 with pseudo-sequence HLA-DQA10401-DQB10402. The binding affinity (normalized) is 0.289. (8) The peptide sequence is ALKESWGAIWRIDTP. The MHC is HLA-DQA10102-DQB10502 with pseudo-sequence HLA-DQA10102-DQB10502. The binding affinity (normalized) is 0.138. (9) The peptide sequence is VGKMYFNLIDTKC. The MHC is DRB1_1101 with pseudo-sequence DRB1_1101. The binding affinity (normalized) is 0.415. (10) The peptide sequence is QLVPKLDEVYNAAYN. The MHC is DRB1_0901 with pseudo-sequence DRB1_0901. The binding affinity (normalized) is 0.137.